This data is from TCR-epitope binding with 47,182 pairs between 192 epitopes and 23,139 TCRs. The task is: Binary Classification. Given a T-cell receptor sequence (or CDR3 region) and an epitope sequence, predict whether binding occurs between them. (1) The epitope is LLSAGIFGA. The TCR CDR3 sequence is CASSIGHNTGELFF. Result: 0 (the TCR does not bind to the epitope). (2) The epitope is KEIDRLNEV. The TCR CDR3 sequence is CASSSGLAGGTLSSYEQYF. Result: 0 (the TCR does not bind to the epitope). (3) The epitope is SLFNTVATLY. The TCR CDR3 sequence is CASSPLPRLAGEETQYF. Result: 1 (the TCR binds to the epitope). (4) The epitope is RQLLFVVEV. The TCR CDR3 sequence is CASSAPTGELFF. Result: 0 (the TCR does not bind to the epitope). (5) The epitope is IPSINVHHY. The TCR CDR3 sequence is CASSLFTDRRDGYTF. Result: 1 (the TCR binds to the epitope). (6) The epitope is LEPLVDLPI. The TCR CDR3 sequence is CASSVSSTYGYTF. Result: 1 (the TCR binds to the epitope). (7) The epitope is FPPTSFGPL. The TCR CDR3 sequence is CASSQAQDSYNEQFF. Result: 1 (the TCR binds to the epitope). (8) The TCR CDR3 sequence is CASSLGFMAREDTQYF. The epitope is KLSYGIATV. Result: 1 (the TCR binds to the epitope).